This data is from Reaction yield outcomes from USPTO patents with 853,638 reactions. The task is: Predict the reaction yield, written as a fraction of the theoretical maximum amount of product (1.0 means a 100% yield; for example, 0.34 means a 34% yield). (1) The reactants are [C:1]([O:7][CH2:8][CH3:9])(=[O:6])[C:2]#[C:3][CH2:4][CH3:5]. The catalyst is [Pd].CC([O-])=O.CC([O-])=O.[Pb+2].C1COCC1.N1C=CC=CC=1. The product is [C:1]([O:7][CH2:8][CH3:9])(=[O:6])/[CH:2]=[CH:3]\[CH2:4][CH3:5]. The yield is 0.980. (2) The reactants are C([NH:9][C:10](=[S:32])[NH:11][C:12]1[CH:17]=[C:16]([O:18][C:19]2[CH:20]=[C:21]([CH:27]=[CH:28][C:29]=2[Cl:30])[C:22]([O:24][CH2:25][CH3:26])=[O:23])[C:15]([Br:31])=[CH:14][N:13]=1)(=O)C1C=CC=CC=1.C(=O)([O-])[O-].[K+].[K+]. The catalyst is C(O)C. The product is [Br:31][C:15]1[C:16]([O:18][C:19]2[CH:20]=[C:21]([CH:27]=[CH:28][C:29]=2[Cl:30])[C:22]([O:24][CH2:25][CH3:26])=[O:23])=[CH:17][C:12]([NH:11][C:10]([NH2:9])=[S:32])=[N:13][CH:14]=1. The yield is 0.540. (3) The reactants are [N:1]([C:4]1[CH:11]=[CH:10][C:7]([C:8]#[N:9])=[C:6]([C:12]([F:15])([F:14])[F:13])[CH:5]=1)=[C:2]=[S:3].[C:16]([C:18]1([NH:22][C:23]2[CH:28]=[CH:27][C:26]([CH2:29][C:30]([OH:32])=O)=[CH:25][CH:24]=2)[CH2:21][CH2:20][CH2:19]1)#N.[CH3:33][OH:34].Cl.CN(C=[O:40])C. The catalyst is CC(C)=O.ClCCl.O. The product is [CH3:33][O:34][C:30](=[O:32])[CH2:29][C:26]1[CH:27]=[CH:28][C:23]([N:22]2[C:2](=[S:3])[N:1]([C:4]3[CH:11]=[CH:10][C:7]([C:8]#[N:9])=[C:6]([C:12]([F:13])([F:15])[F:14])[CH:5]=3)[C:16](=[O:40])[C:18]32[CH2:21][CH2:20][CH2:19]3)=[CH:24][CH:25]=1. The yield is 0.560. (4) The catalyst is C(O)(=O)C. The reactants are [C:1]([NH:6][C:7]1[C:8]([CH3:13])=[CH:9][CH:10]=[CH:11][CH:12]=1)(=[O:5])[CH2:2][CH2:3][CH3:4].[Br:14]Br.O. The product is [Br:14][C:10]1[CH:11]=[CH:12][C:7]([NH:6][C:1](=[O:5])[CH2:2][CH2:3][CH3:4])=[C:8]([CH3:13])[CH:9]=1. The yield is 0.980. (5) The reactants are [CH2:1]([C:3]1[C:4]([OH:13])=[C:5]([C:9]([CH3:12])=[CH:10][CH:11]=1)[C:6]([OH:8])=[O:7])[CH3:2].C(N(C(C)C)CC)(C)C.[CH3:23][O:24][CH2:25]Cl. The catalyst is ClCCl. The product is [CH2:1]([C:3]1[C:4]([O:13][CH2:23][O:24][CH3:25])=[C:5]([C:9]([CH3:12])=[CH:10][CH:11]=1)[C:6]([OH:8])=[O:7])[CH3:2]. The yield is 1.00. (6) The reactants are [Cl-].O[NH3+:3].[C:4](=[O:7])([O-])[OH:5].[Na+].CS(C)=O.[CH2:13]([C:17]1[N:21]([CH2:22][C:23]2[CH:28]=[CH:27][C:26]([C:29]3[C:30]([C:35]#[N:36])=[CH:31][CH:32]=[CH:33][CH:34]=3)=[CH:25][CH:24]=2)[C:20](=[O:37])[N:19]([CH2:38][CH:39]2[CH2:44][CH2:43][CH2:42][CH2:41][O:40]2)[N:18]=1)[CH2:14][CH2:15][CH3:16]. The catalyst is C(OCC)(=O)C. The product is [CH2:13]([C:17]1[N:21]([CH2:22][C:23]2[CH:24]=[CH:25][C:26]([C:29]3[CH:34]=[CH:33][CH:32]=[CH:31][C:30]=3[C:35]3[NH:3][C:4](=[O:7])[O:5][N:36]=3)=[CH:27][CH:28]=2)[C:20](=[O:37])[N:19]([CH2:38][CH:39]2[CH2:44][CH2:43][CH2:42][CH2:41][O:40]2)[N:18]=1)[CH2:14][CH2:15][CH3:16]. The yield is 0.530. (7) The reactants are [Cl:1][C:2]1[C:7]([N+:8]([O-])=O)=[C:6]([NH:11][CH3:12])[CH:5]=[C:4]([Cl:13])[N:3]=1.[Sn](Cl)(Cl)Cl.Cl.[OH-].[Na+]. The catalyst is CO. The product is [Cl:1][C:2]1[C:7]([NH2:8])=[C:6]([NH:11][CH3:12])[CH:5]=[C:4]([Cl:13])[N:3]=1. The yield is 0.960. (8) The reactants are [CH2:1]([O:5][C@H:6]1[C@@H:11]([NH:12][C:13]([C:15]2[NH:16][C:17]([CH2:21][CH3:22])=[C:18]([Cl:20])[N:19]=2)=[O:14])[CH2:10][CH2:9][N:8]([C:23]2[S:24][C:25]([C:29]([O:31]CC)=[O:30])=[C:26]([CH3:28])[N:27]=2)[CH2:7]1)[CH2:2][CH2:3][CH3:4].[OH-].[Li+].CO. The catalyst is C1COCC1. The product is [CH2:1]([O:5][C@H:6]1[C@@H:11]([NH:12][C:13]([C:15]2[NH:16][C:17]([CH2:21][CH3:22])=[C:18]([Cl:20])[N:19]=2)=[O:14])[CH2:10][CH2:9][N:8]([C:23]2[S:24][C:25]([C:29]([OH:31])=[O:30])=[C:26]([CH3:28])[N:27]=2)[CH2:7]1)[CH2:2][CH2:3][CH3:4]. The yield is 0.880.